From a dataset of Peptide-MHC class I binding affinity with 185,985 pairs from IEDB/IMGT. Regression. Given a peptide amino acid sequence and an MHC pseudo amino acid sequence, predict their binding affinity value. This is MHC class I binding data. (1) The peptide sequence is HTAAPWGSY. The MHC is HLA-B35:01 with pseudo-sequence HLA-B35:01. The binding affinity (normalized) is 0.714. (2) The MHC is HLA-A02:01 with pseudo-sequence HLA-A02:01. The peptide sequence is GLDVKNVQLV. The binding affinity (normalized) is 0.469. (3) The peptide sequence is LENKEGCQKIL. The MHC is Mamu-A11 with pseudo-sequence Mamu-A11. The binding affinity (normalized) is 0.398. (4) The peptide sequence is APRELLQYI. The MHC is HLA-B27:05 with pseudo-sequence HLA-B27:05. The binding affinity (normalized) is 0.0847. (5) The peptide sequence is LIGFALFGV. The MHC is HLA-B14:02 with pseudo-sequence HLA-B14:02. The binding affinity (normalized) is 0.213. (6) The MHC is HLA-A02:03 with pseudo-sequence HLA-A02:03. The peptide sequence is PMQQLTQPL. The binding affinity (normalized) is 0.0847. (7) The peptide sequence is ELYVSSSYK. The MHC is HLA-A68:01 with pseudo-sequence HLA-A68:01. The binding affinity (normalized) is 0.824.